Dataset: Forward reaction prediction with 1.9M reactions from USPTO patents (1976-2016). Task: Predict the product of the given reaction. (1) Given the reactants [CH2:1]([N:3]1[CH2:7][CH2:6][CH2:5][CH:4]1[CH2:8][NH:9][S:10]([C:13]1[C:18]([Cl:19])=[CH:17][CH:16]=[C:15]([N+:20]([O-:22])=[O:21])[C:14]=1Cl)(=[O:12])=[O:11])[CH3:2].[H-].[Na+].[OH2:26], predict the reaction product. The product is: [CH2:1]([N:3]1[CH2:7][CH2:6][CH2:5][CH:4]1[CH2:8][NH:9][S:10]([C:13]1[C:18]([Cl:19])=[CH:17][CH:16]=[C:15]([N+:20]([O-:22])=[O:21])[C:14]=1[OH:26])(=[O:12])=[O:11])[CH3:2]. (2) Given the reactants C([O:3][CH:4]1[CH:9]([CH:10]([CH3:12])[CH3:11])[CH2:8][CH2:7][CH:6]([CH3:13])[CH2:5]1)=C, predict the reaction product. The product is: [CH:6]1([CH3:13])[CH2:7][CH2:8][CH:9]([CH:10]([CH3:11])[CH3:12])[CH:4]([OH:3])[CH2:5]1.